Dataset: Retrosynthesis with 50K atom-mapped reactions and 10 reaction types from USPTO. Task: Predict the reactants needed to synthesize the given product. (1) Given the product CCN(CC)Cc1ccc(COc2cccc(-c3c(C(=O)c4ccccc4)cnc4c(C(F)(F)F)cccc34)c2)cc1, predict the reactants needed to synthesize it. The reactants are: CCNCC.O=C(c1ccccc1)c1cnc2c(C(F)(F)F)cccc2c1-c1cccc(OCc2ccc(CCl)cc2)c1. (2) Given the product CN1CCC(C(=O)c2cccc(NC(=O)c3ccc(F)c(F)c3)c2)CC1, predict the reactants needed to synthesize it. The reactants are: CN1CCC(C(=O)c2cccc(N)c2)CC1.O=C(Cl)c1ccc(F)c(F)c1. (3) Given the product O=S(=O)(Nc1ccncn1)c1cc(Cl)c(F)cc1F, predict the reactants needed to synthesize it. The reactants are: Nc1ccncn1.O=S(=O)(Cl)c1cc(Cl)c(F)cc1F. (4) Given the product CCOC(=O)c1ncc2c(c1COC)c1c(OCc3ccccc3)cccc1n2S(=O)(=O)c1ccc(C)cc1, predict the reactants needed to synthesize it. The reactants are: CCOC(=O)c1ncc2[nH]c3cccc(OCc4ccccc4)c3c2c1COC.Cc1ccc(S(=O)(=O)Cl)cc1. (5) Given the product CNC1CC(C(=O)OC)N(C(=O)OC(C)(C)C)C1, predict the reactants needed to synthesize it. The reactants are: COC(=O)C1CC(N(C)C(=O)C(F)(F)F)CN1C(=O)OC(C)(C)C. (6) Given the product CCOc1cc(Cc2cnc(N)nc2N)cc(OCC)c1-c1ccc(CNCC(F)(F)F)cc1, predict the reactants needed to synthesize it. The reactants are: CCOc1cc(Cc2cnc(N)nc2N)cc(OCC)c1-c1ccc(C=O)cc1.NCC(F)(F)F. (7) Given the product CCC(=O)N1c2ccccc2NC(=O)c2cscc21, predict the reactants needed to synthesize it. The reactants are: CCC(=O)Cl.O=C1Nc2ccccc2Nc2cscc21. (8) Given the product CCc1nccc(NC(=O)Cc2ccc(Oc3ccc(C(F)(F)F)cn3)cc2)c1Cl, predict the reactants needed to synthesize it. The reactants are: CCc1nccc(N)c1Cl.O=C(O)Cc1ccc(Oc2ccc(C(F)(F)F)cn2)cc1. (9) Given the product OCc1cccc(-n2cccc2)c1, predict the reactants needed to synthesize it. The reactants are: CCOC(=O)c1cccc(-n2cccc2)c1. (10) Given the product Oc1cc(O)nc(SCc2cccc(F)c2F)n1, predict the reactants needed to synthesize it. The reactants are: Fc1cccc(CBr)c1F.Oc1cc(O)nc(S)n1.